This data is from Reaction yield outcomes from USPTO patents with 853,638 reactions. The task is: Predict the reaction yield, written as a fraction of the theoretical maximum amount of product (1.0 means a 100% yield; for example, 0.34 means a 34% yield). (1) The reactants are [CH3:1][NH:2][C:3]1[CH:4]=[C:5]([C:9]2[CH:14]=[CH:13][C:12]([CH:15]=O)=[CH:11][CH:10]=2)[CH:6]=[CH:7][CH:8]=1.[S:17]1[CH2:21][C:20](=[O:22])[NH:19][C:18]1=[O:23]. No catalyst specified. The product is [CH3:1][NH:2][C:3]1[CH:4]=[C:5]([C:9]2[CH:10]=[CH:11][C:12]([CH:15]=[C:21]3[S:17][C:18](=[O:23])[NH:19][C:20]3=[O:22])=[CH:13][CH:14]=2)[CH:6]=[CH:7][CH:8]=1. The yield is 0.910. (2) The reactants are Cl.[F:2][CH2:3][C:4]1([OH:10])[CH2:9][CH2:8][NH:7][CH2:6][CH2:5]1.CCN(C(C)C)C(C)C.[C:20](Cl)([Cl:22])=[O:21]. The product is [F:2][CH2:3][C:4]1([OH:10])[CH2:9][CH2:8][N:7]([C:20]([Cl:22])=[O:21])[CH2:6][CH2:5]1. The yield is 0.370. The catalyst is ClCCl.